This data is from Reaction yield outcomes from USPTO patents with 853,638 reactions. The task is: Predict the reaction yield, written as a fraction of the theoretical maximum amount of product (1.0 means a 100% yield; for example, 0.34 means a 34% yield). (1) The reactants are O[CH2:2][C@@H:3]1[O:8][CH2:7][CH2:6][N:5]([C:9]([O:11][C:12]([CH3:15])([CH3:14])[CH3:13])=[O:10])[CH2:4]1.C(N(CC)CC)C.CS(Cl)(=O)=O.[C:28]1(=[O:38])[NH:32][C:31](=[O:33])[C:30]2=[CH:34][CH:35]=[CH:36][CH:37]=[C:29]12.[K].[OH-].[Na+]. The catalyst is [Br-].C([N+](CCCC)(CCCC)CCCC)CCC.O.C1(C)C=CC=CC=1. The product is [O:33]=[C:31]1[C:30]2[C:29](=[CH:37][CH:36]=[CH:35][CH:34]=2)[C:28](=[O:38])[N:32]1[CH2:2][C@@H:3]1[O:8][CH2:7][CH2:6][N:5]([C:9]([O:11][C:12]([CH3:13])([CH3:14])[CH3:15])=[O:10])[CH2:4]1. The yield is 0.510. (2) The reactants are Cl[CH2:2][CH2:3][N:4]([CH2:11][CH3:12])[C:5]1[CH:10]=[CH:9][CH:8]=[CH:7][CH:6]=1.C([O-])([O-])=O.[K+].[K+].[C:19]1([CH:26]=[CH:25][C:23]([OH:24])=[CH:22][CH:21]=1)[OH:20]. The catalyst is CN(C=O)C. The product is [CH2:11]([N:4]([C:5]1[CH:10]=[CH:9][CH:8]=[CH:7][CH:6]=1)[CH2:3][CH2:2][O:20][C:19]1[CH:26]=[CH:25][C:23]([OH:24])=[CH:22][CH:21]=1)[CH3:12]. The yield is 0.570. (3) The product is [OH:30][C@H:27]1[CH2:28][CH2:29][C@H:24]([NH:23][C:2]2[CH:9]=[C:8]([N:10]3[C:18]4[CH2:17][C:16]([CH3:20])([CH3:19])[CH2:15][C:14](=[O:21])[C:13]=4[C:12]([CH3:22])=[CH:11]3)[CH:7]=[CH:6][C:3]=2[C:4]([NH2:5])=[O:34])[CH2:25][CH2:26]1. The reactants are Br[C:2]1[CH:9]=[C:8]([N:10]2[C:18]3[CH2:17][C:16]([CH3:20])([CH3:19])[CH2:15][C:14](=[O:21])[C:13]=3[C:12]([CH3:22])=[CH:11]2)[CH:7]=[CH:6][C:3]=1[C:4]#[N:5].[NH2:23][C@H:24]1[CH2:29][CH2:28][C@H:27]([OH:30])[CH2:26][CH2:25]1.CC(C)([O-:34])C.[Na+].C1(C)C=CC=CC=1. The yield is 0.470. The catalyst is O.C([O-])(=O)C.[Pd+2].C([O-])(=O)C.C1(P(C2C=CC=CC=2)[C-]2C=CC=C2)C=CC=CC=1.[C-]1(P(C2C=CC=CC=2)C2C=CC=CC=2)C=CC=C1.[Fe+2].CS(C)=O.C(O)C. (4) The reactants are [C:1]([O:5][C:6]([NH:8][C:9]1[N:14]=[C:13]([CH2:15][C:16]([CH:18]2[CH2:23][CH2:22][N:21]([C:24]([O:26][C:27]([CH3:30])([CH3:29])[CH3:28])=[O:25])[CH2:20][CH2:19]2)=[O:17])[CH:12]=[CH:11][CH:10]=1)=[O:7])([CH3:4])([CH3:3])[CH3:2].[BH4-].[Na+]. The catalyst is O1CCCC1. The product is [C:1]([O:5][C:6]([NH:8][C:9]1[N:14]=[C:13]([CH2:15][CH:16]([CH:18]2[CH2:19][CH2:20][N:21]([C:24]([O:26][C:27]([CH3:30])([CH3:29])[CH3:28])=[O:25])[CH2:22][CH2:23]2)[OH:17])[CH:12]=[CH:11][CH:10]=1)=[O:7])([CH3:3])([CH3:4])[CH3:2]. The yield is 0.840. (5) The reactants are [Br:1][C:2]1[CH:3]=[C:4]([S:15][C:16]2[CH:17]=[C:18]([CH:22]=[CH:23][CH:24]=2)[C:19](O)=[O:20])[C:5]([NH:8][C:9]2[S:10][CH:11]=[C:12]([CH3:14])[N:13]=2)=[N:6][CH:7]=1.Cl.C[N:27](C)CCCN=C=NCC.[NH4+].[Cl-].C1C=CC2N(O)N=NC=2C=1.O.C(N(CC)CC)C. The catalyst is CN(C=O)C.O. The product is [Br:1][C:2]1[CH:3]=[C:4]([S:15][C:16]2[CH:17]=[C:18]([CH:22]=[CH:23][CH:24]=2)[C:19]([NH2:27])=[O:20])[C:5]([NH:8][C:9]2[S:10][CH:11]=[C:12]([CH3:14])[N:13]=2)=[N:6][CH:7]=1. The yield is 0.670. (6) The reactants are [CH2:1]([O:8][C:9]1[C:14]2[CH:15]=[C:16]([C:18]3[N:19]=[C:20]4[N:24]([CH:25]=3)[N:23]=[C:22](Br)[S:21]4)[O:17][C:13]=2[CH:12]=[C:11]([O:27][CH3:28])[CH:10]=1)[C:2]1[CH:7]=[CH:6][CH:5]=[CH:4][CH:3]=1.[CH3:29][O-:30].[Na+]. The catalyst is ClCCl.CO. The product is [CH2:1]([O:8][C:9]1[C:14]2[CH:15]=[C:16]([C:18]3[N:19]=[C:20]4[N:24]([CH:25]=3)[N:23]=[C:22]([O:30][CH3:29])[S:21]4)[O:17][C:13]=2[CH:12]=[C:11]([O:27][CH3:28])[CH:10]=1)[C:2]1[CH:7]=[CH:6][CH:5]=[CH:4][CH:3]=1. The yield is 0.830. (7) The reactants are [CH3:1][C:2]1[O:6][C:5]([CH2:7][C:8]([OH:10])=O)=[CH:4][CH:3]=1.CN(C)CCCN=C=NCC.ON1C2N=CC=CC=2N=N1.[F:32][C:33]1[CH:39]=[CH:38][C:36]([NH2:37])=[CH:35][CH:34]=1. The catalyst is CC#N.CN(C=O)C.CCOC(C)=O. The product is [F:32][C:33]1[CH:39]=[CH:38][C:36]([NH:37][C:8](=[O:10])[CH2:7][C:5]2[O:6][C:2]([CH3:1])=[CH:3][CH:4]=2)=[CH:35][CH:34]=1. The yield is 0.950. (8) The reactants are Cl[C:2]1[CH:7]=[C:6]2[CH2:8][O:9][C:10]3[CH:37]=[C:36]4[C:13]([CH2:14][CH2:15][C:16]5[N:20]=[C:19]([C@@H:21]6[CH2:25][C@H:24]([CH2:26][O:27][CH3:28])[CH2:23][N:22]6[C:29]([O:31][C:32]([CH3:35])([CH3:34])[CH3:33])=[O:30])[NH:18][C:17]=54)=[CH:12][C:11]=3[C:5]2=[CH:4][CH:3]=1.[B:38]1([B:38]2[O:42][C:41]([CH3:44])([CH3:43])[C:40]([CH3:46])([CH3:45])[O:39]2)[O:42][C:41]([CH3:44])([CH3:43])[C:40]([CH3:46])([CH3:45])[O:39]1.C([O-])(=O)C.[K+].C1(P(C2CCCCC2)C2C=CC=CC=2C2C(C(C)C)=CC(C(C)C)=CC=2C(C)C)CCCCC1. The catalyst is O1CCOCC1.C(OCC)(=O)C. The product is [CH3:28][O:27][CH2:26][C@@H:24]1[CH2:23][N:22]([C:29]([O:31][C:32]([CH3:33])([CH3:35])[CH3:34])=[O:30])[C@H:21]([C:19]2[NH:18][C:17]3[C:36]4[C:13]([CH2:14][CH2:15][C:16]=3[N:20]=2)=[CH:12][C:11]2[C:5]3[C:6]([CH2:8][O:9][C:10]=2[CH:37]=4)=[CH:7][C:2]([B:38]2[O:42][C:41]([CH3:44])([CH3:43])[C:40]([CH3:46])([CH3:45])[O:39]2)=[CH:3][CH:4]=3)[CH2:25]1. The yield is 0.700. (9) The reactants are [CH2:1]([C:5]1([CH2:26][CH2:27][CH2:28][CH3:29])[NH:11][CH:10]([C:12]2[CH:17]=[CH:16][CH:15]=[CH:14][CH:13]=2)[C:9]2[CH:18]=[C:19]([O:24][CH3:25])[C:20]([CH2:22][OH:23])=[CH:21][C:8]=2S[CH2:6]1)[CH2:2][CH2:3][CH3:4].OO.[OH-].[Na+].[O-:34][S:35]([O-:37])=O.[Na+].[Na+]. The catalyst is C(O)(C(F)(F)F)=O.C1COCC1.O. The product is [CH2:1]([C:5]1([CH2:26][CH2:27][CH2:28][CH3:29])[NH:11][CH:10]([C:12]2[CH:13]=[CH:14][CH:15]=[CH:16][CH:17]=2)[C:9]2[CH:18]=[C:19]([O:24][CH3:25])[C:20]([CH2:22][OH:23])=[CH:21][C:8]=2[S:35](=[O:37])(=[O:34])[CH2:6]1)[CH2:2][CH2:3][CH3:4]. The yield is 0.950.